Dataset: Catalyst prediction with 721,799 reactions and 888 catalyst types from USPTO. Task: Predict which catalyst facilitates the given reaction. (1) Reactant: [Br:1][C:2]1[CH:7]=[CH:6][C:5]([C:8]2[S:12][C:11]([NH:13][C:14](=[O:19])[CH2:15][CH2:16][CH2:17]Cl)=[N:10][N:9]=2)=[CH:4][CH:3]=1.N1CCCCC1.O. Product: [Br:1][C:2]1[CH:7]=[CH:6][C:5]([C:8]2[S:12][C:11]3=[N:13][C:14](=[O:19])[CH2:15][CH2:16][CH2:17][N:10]3[N:9]=2)=[CH:4][CH:3]=1. The catalyst class is: 11. (2) Reactant: [CH3:1][C:2]([NH:20][S:21]([C:24]1[CH:29]=[CH:28][CH:27]=[CH:26][CH:25]=1)(=[O:23])=[O:22])([CH3:19])[C:3]([NH:5][CH:6]1[CH:13]2[CH2:14][C:9]3([C:16]([O-:18])=[O:17])[CH2:10][CH:11]([CH2:15][CH:7]1[CH2:8]3)[CH2:12]2)=[O:4].C1COCC1.CO.O[Li].O. Product: [CH3:19][C:2]([NH:20][S:21]([C:24]1[CH:25]=[CH:26][CH:27]=[CH:28][CH:29]=1)(=[O:23])=[O:22])([CH3:1])[C:3]([NH:5][CH:6]1[CH:13]2[CH2:14][C:9]3([C:16]([OH:18])=[O:17])[CH2:10][CH:11]([CH2:15][CH:7]1[CH2:8]3)[CH2:12]2)=[O:4]. The catalyst class is: 6. (3) Reactant: Cl.[O:2]1CCO[CH:3]1[CH2:7][CH2:8][CH2:9][C:10]1[CH:19]=[C:18]2[C:13]([CH:14]=[CH:15][C:16]([CH2:20][N:21]3[CH2:26][CH2:25][CH:24]([NH:27][C:28](=[O:37])[C:29]4[CH:34]=[CH:33][CH:32]=[C:31]([O:35][CH3:36])[CH:30]=4)[CH2:23][CH2:22]3)=[CH:17]2)=[CH:12][CH:11]=1.[OH-].[Na+]. Product: [CH3:36][O:35][C:31]1[CH:30]=[C:29]([CH:34]=[CH:33][CH:32]=1)[C:28]([NH:27][CH:24]1[CH2:23][CH2:22][N:21]([CH2:20][C:16]2[CH:15]=[CH:14][C:13]3[C:18](=[CH:19][C:10]([CH2:9][CH2:8][CH2:7][CH:3]=[O:2])=[CH:11][CH:12]=3)[CH:17]=2)[CH2:26][CH2:25]1)=[O:37]. The catalyst class is: 1. (4) Reactant: [Si]([O:8][CH2:9][C:10]1[CH:15]=[CH:14][C:13]([N:16]2[CH2:21][CH2:20][CH:19]([C:22]([F:25])([F:24])[F:23])[CH2:18][CH2:17]2)=[CH:12][CH:11]=1)(C(C)(C)C)(C)C.[F-].C([N+](CCCC)(CCCC)CCCC)CCC.O.C(OCC)(=O)C. Product: [F:24][C:22]([F:23])([F:25])[CH:19]1[CH2:18][CH2:17][N:16]([C:13]2[CH:14]=[CH:15][C:10]([CH2:9][OH:8])=[CH:11][CH:12]=2)[CH2:21][CH2:20]1. The catalyst class is: 7. (5) Reactant: [N:1]1([CH2:7][CH2:8][O:9][C:10]2[CH:17]=[CH:16][C:13]([C:14]#[N:15])=[CH:12][CH:11]=2)[CH2:6][CH2:5][O:4][CH2:3][CH2:2]1.[Li][N:19]([Si](C)(C)C)[Si](C)(C)C.Cl. Product: [N:1]1([CH2:7][CH2:8][O:9][C:10]2[CH:17]=[CH:16][C:13]([C:14]([NH2:19])=[NH:15])=[CH:12][CH:11]=2)[CH2:2][CH2:3][O:4][CH2:5][CH2:6]1. The catalyst class is: 1. (6) The catalyst class is: 1. Reactant: [CH:1]([O:3][C:4]([N:6]1[CH2:30][C@:29]2([C:31](=[O:38])[CH2:32]OS(C)(=O)=O)[C@@H:8]([CH2:9][C@H:10]3[C@H:23]4[C@@:14]([F:27])([C@:15]5([CH3:26])[C:20]([C@@H:21]([F:24])[CH2:22]4)=[CH:19][C:18](=[O:25])[CH:17]=[CH:16]5)[C@@H:13]([OH:28])[CH2:12][C@@:11]32[CH3:39])[CH2:7]1)=[O:5])=[CH2:2].CCCC[N+](CCCC)(CCCC)CCCC.[F-:57].[F-].[K+]. Product: [CH:1]([O:3][C:4]([N:6]1[CH2:30][C@:29]2([C:31](=[O:38])[CH2:32][F:57])[C@@H:8]([CH2:9][C@H:10]3[C@H:23]4[C@@:14]([F:27])([C@:15]5([CH3:26])[C:20]([C@@H:21]([F:24])[CH2:22]4)=[CH:19][C:18](=[O:25])[CH:17]=[CH:16]5)[C@@H:13]([OH:28])[CH2:12][C@@:11]32[CH3:39])[CH2:7]1)=[O:5])=[CH2:2]. (7) The catalyst class is: 49. Product: [F:13][C:14]([C:17]1[N:21]([CH2:22][CH:23]2[CH2:24][CH2:25][O:26][CH2:27][CH2:28]2)[C:20]2[CH:29]=[CH:30][C:31]([S:33]([N:8]3[CH:9]=[CH:10][C:6]([C:4]([NH:3][CH2:1][CH3:2])=[O:5])=[CH:7]3)(=[O:34])=[O:35])=[CH:32][C:19]=2[N:18]=1)([F:16])[CH3:15]. Reactant: [CH2:1]([NH:3][C:4]([C:6]1[CH:10]=[CH:9][NH:8][CH:7]=1)=[O:5])[CH3:2].[H-].[Na+].[F:13][C:14]([C:17]1[N:21]([CH2:22][CH:23]2[CH2:28][CH2:27][O:26][CH2:25][CH2:24]2)[C:20]2[CH:29]=[CH:30][C:31]([S:33](Cl)(=[O:35])=[O:34])=[CH:32][C:19]=2[N:18]=1)([F:16])[CH3:15].[NH4+].[Cl-]. (8) Reactant: [CH:1]([S:4]([C:7]1[CH:14]=[CH:13][C:12]([N+:15]([O-])=O)=[CH:11][C:8]=1[C:9]#[N:10])(=[O:6])=[O:5])([CH3:3])[CH3:2]. Product: [NH2:15][C:12]1[CH:13]=[CH:14][C:7]([S:4]([CH:1]([CH3:3])[CH3:2])(=[O:6])=[O:5])=[C:8]([CH:11]=1)[C:9]#[N:10]. The catalyst class is: 123. (9) Reactant: C(OC(=O)[NH:7][C:8]1[CH:13]=[CH:12][C:11]([C:14]([F:17])([F:16])[F:15])=[CH:10][C:9]=1[NH:18][C:19](=[O:35])[CH2:20][C:21](=O)[C:22]1[CH:27]=[CH:26][CH:25]=[C:24]([C:28]2[N:29]=[N:30][CH:31]=[CH:32][CH:33]=2)[CH:23]=1)(C)(C)C.C(O)(C(F)(F)F)=O. Product: [N:30]1[CH:31]=[CH:32][CH:33]=[C:28]([C:24]2[CH:23]=[C:22]([C:21]3[CH2:20][C:19](=[O:35])[NH:18][C:9]4[CH:10]=[C:11]([C:14]([F:17])([F:16])[F:15])[CH:12]=[CH:13][C:8]=4[N:7]=3)[CH:27]=[CH:26][CH:25]=2)[N:29]=1. The catalyst class is: 2.